From a dataset of Full USPTO retrosynthesis dataset with 1.9M reactions from patents (1976-2016). Predict the reactants needed to synthesize the given product. (1) Given the product [NH2:16][C:17]1[CH:22]=[CH:21][C:20]([CH3:23])=[CH:19][C:18]=1[C@@:24]([OH:29])([C:10]#[C:9][CH:6]1[CH2:8][CH2:7]1)[C:25]([F:26])([F:27])[F:28], predict the reactants needed to synthesize it. The reactants are: C([Zn]CC)C.[CH:6]1([C:9]#[CH:10])[CH2:8][CH2:7]1.[Li]CCCC.[NH2:16][C:17]1[CH:22]=[CH:21][C:20]([CH3:23])=[CH:19][C:18]=1[C:24](=[O:29])[C:25]([F:28])([F:27])[F:26]. (2) Given the product [CH3:1][O:2][C:3]1[CH:4]=[C:5]2[C:10](=[CH:11][CH:12]=1)[CH:9]([CH:13]1[CH2:18][CH2:17][N:16]([S:19]([C:22]3[N:23]=[CH:24][N:25]([CH3:27])[CH:26]=3)(=[O:21])=[O:20])[CH2:15][CH2:14]1)[NH:8][CH2:7][CH2:6]2, predict the reactants needed to synthesize it. The reactants are: [CH3:1][O:2][C:3]1[CH:4]=[C:5]2[C:10](=[CH:11][CH:12]=1)[C:9]([CH:13]1[CH2:18][CH2:17][N:16]([S:19]([C:22]3[N:23]=[CH:24][N:25]([CH3:27])[CH:26]=3)(=[O:21])=[O:20])[CH2:15][CH2:14]1)=[N:8][CH2:7][CH2:6]2.[BH4-].[Na+]. (3) Given the product [F:21][C@@H:19]1[CH2:20][N:16]([C:14](=[O:15])[CH2:13][NH:12][C:7]23[CH2:8][CH2:9][C:4]([C:1]([NH:27][C:26]4[C:28]([CH3:33])=[CH:29][C:30]([CH3:32])=[CH:31][C:25]=4[CH3:24])=[O:3])([CH2:11][CH2:10]2)[CH2:5][CH2:6]3)[C@H:17]([C:22]#[N:23])[CH2:18]1, predict the reactants needed to synthesize it. The reactants are: [C:1]([C:4]12[CH2:11][CH2:10][C:7]([NH:12][CH2:13][C:14]([N:16]3[CH2:20][C@@H:19]([F:21])[CH2:18][C@H:17]3[C:22]#[N:23])=[O:15])([CH2:8][CH2:9]1)[CH2:6][CH2:5]2)([OH:3])=O.[CH3:24][C:25]1[CH:31]=[C:30]([CH3:32])[CH:29]=[C:28]([CH3:33])[C:26]=1[NH2:27]. (4) Given the product [CH3:16][O:15][N:14]=[C:12]1[CH2:11][C@@H:10]([C:17]2[N:18]=[C:29]([CH:28]([OH:27])[CH2:32][C:33]3[CH:38]=[CH:37][CH:36]=[CH:35][CH:34]=3)[O:20][N:19]=2)[N:9]([C:7]([C:4]2[CH:3]=[CH:2][C:1]([C:21]3[CH:26]=[CH:25][CH:24]=[CH:23][CH:22]=3)=[CH:6][CH:5]=2)=[O:8])[CH2:13]1, predict the reactants needed to synthesize it. The reactants are: [C:1]1([C:21]2[CH:26]=[CH:25][CH:24]=[CH:23][CH:22]=2)[CH:6]=[CH:5][C:4]([C:7]([N:9]2[CH2:13][C:12](=[N:14][O:15][CH3:16])[CH2:11][C@H:10]2[C:17](=[N:19][OH:20])[NH2:18])=[O:8])=[CH:3][CH:2]=1.[OH:27][CH:28]([CH2:32][C:33]1[CH:38]=[CH:37][CH:36]=[CH:35][CH:34]=1)[C:29](O)=O. (5) Given the product [CH3:50][O:51][C:52]1[CH:53]=[C:54]2[C:59](=[CH:60][CH:61]=1)[CH:58]=[C:57]([C:62]1[CH:63]=[C:64]([NH:68][C:23]([C:18]3[C:19](=[O:22])[O:20][C:21]4[C:16]([CH:17]=3)=[CH:15][CH:14]=[CH:13][C:12]=4[O:11][CH3:10])=[O:25])[CH:65]=[CH:66][CH:67]=1)[CH:56]=[CH:55]2, predict the reactants needed to synthesize it. The reactants are: CCN(C(C)C)C(C)C.[CH3:10][O:11][C:12]1[CH:13]=[CH:14][CH:15]=[C:16]2[C:21]=1[O:20][C:19](=[O:22])[C:18]([C:23]([OH:25])=O)=[CH:17]2.CN(C(ON1N=NC2C=CC=NC1=2)=[N+](C)C)C.F[P-](F)(F)(F)(F)F.[CH3:50][O:51][C:52]1[CH:53]=[C:54]2[C:59](=[CH:60][CH:61]=1)[CH:58]=[C:57]([C:62]1[CH:63]=[C:64]([NH2:68])[CH:65]=[CH:66][CH:67]=1)[CH:56]=[CH:55]2.